Dataset: Full USPTO retrosynthesis dataset with 1.9M reactions from patents (1976-2016). Task: Predict the reactants needed to synthesize the given product. (1) The reactants are: Br[C:2]1[CH:11]=[CH:10][C:5]([C:6]([O:8][CH3:9])=[O:7])=[CH:4][C:3]=1[O:12][CH3:13].C(=O)([O-])[O-].[Na+].[Na+].[CH:20]([O:22]CCCC)=[CH2:21]. Given the product [C:20]([C:2]1[CH:11]=[CH:10][C:5]([C:6]([O:8][CH3:9])=[O:7])=[CH:4][C:3]=1[O:12][CH3:13])(=[O:22])[CH3:21], predict the reactants needed to synthesize it. (2) The reactants are: C(OC(=O)[N:7]([CH:25]([CH3:27])[CH3:26])[C:8]1[C:9]2[N:10]([C:14]([C:17]3[CH:22]=[CH:21][N:20]=[C:19](SC)[N:18]=3)=[CH:15][N:16]=2)[CH:11]=[CH:12][N:13]=1)(C)(C)C.[CH3:29][NH2:30]. Given the product [CH:25]([NH:7][C:8]1[C:9]2[N:10]([C:14]([C:17]3[CH:22]=[CH:21][N:20]=[C:19]([NH:30][CH3:29])[N:18]=3)=[CH:15][N:16]=2)[CH:11]=[CH:12][N:13]=1)([CH3:26])[CH3:27], predict the reactants needed to synthesize it. (3) Given the product [CH:27]1([CH2:34][I:25])[CH2:33][CH2:32][CH2:31][CH2:30][CH2:29][CH2:28]1, predict the reactants needed to synthesize it. The reactants are: C1(P(C2C=CC=CC=2)C2C=CC=CC=2)C=CC=CC=1.N1C=CN=C1.[I:25]I.[CH:27]1([CH2:34]O)[CH2:33][CH2:32][CH2:31][CH2:30][CH2:29][CH2:28]1. (4) Given the product [C:18]([NH:17][C:13]1[CH:12]=[C:11]([CH:8]2[CH2:9][CH2:10][N:5]([CH2:4][CH2:3][C@H:2]([NH:1][C:40]([C:38]3[C:37]([CH2:43][CH2:44][CH3:45])=[N:36][N:35]([C:29]4[CH:30]=[CH:31][CH:32]=[CH:33][CH:34]=4)[CH:39]=3)=[O:41])[C:23]3[CH:24]=[CH:25][CH:26]=[CH:27][CH:28]=3)[CH2:6][CH2:7]2)[CH:16]=[CH:15][CH:14]=1)(=[O:22])[CH:19]([CH3:21])[CH3:20], predict the reactants needed to synthesize it. The reactants are: [NH2:1][C@H:2]([C:23]1[CH:28]=[CH:27][CH:26]=[CH:25][CH:24]=1)[CH2:3][CH2:4][N:5]1[CH2:10][CH2:9][CH:8]([C:11]2[CH:12]=[C:13]([NH:17][C:18](=[O:22])[CH:19]([CH3:21])[CH3:20])[CH:14]=[CH:15][CH:16]=2)[CH2:7][CH2:6]1.[C:29]1([N:35]2[CH:39]=[C:38]([C:40](Cl)=[O:41])[C:37]([CH2:43][CH2:44][CH3:45])=[N:36]2)[CH:34]=[CH:33][CH:32]=[CH:31][CH:30]=1.